Dataset: Reaction yield outcomes from USPTO patents with 853,638 reactions. Task: Predict the reaction yield, written as a fraction of the theoretical maximum amount of product (1.0 means a 100% yield; for example, 0.34 means a 34% yield). (1) The reactants are Cl.[F:2][C:3]1[C:8]([F:9])=[CH:7][CH:6]=[CH:5][C:4]=1[CH:10]1[CH2:13][C:12]2([CH2:18][CH2:17][NH:16][CH2:15][CH2:14]2)[CH2:11]1.C1([O:25][C:26](=O)[NH:27][C:28]2[O:32][N:31]=[C:30]([CH3:33])[C:29]=2[CH3:34])C=CC=CC=1. No catalyst specified. The product is [F:2][C:3]1[C:8]([F:9])=[CH:7][CH:6]=[CH:5][C:4]=1[CH:10]1[CH2:13][C:12]2([CH2:14][CH2:15][N:16]([C:26]([NH:27][C:28]3[O:32][N:31]=[C:30]([CH3:33])[C:29]=3[CH3:34])=[O:25])[CH2:17][CH2:18]2)[CH2:11]1. The yield is 0.350. (2) The reactants are FC(F)(F)C(O)=O.C(OC([N:15]1[CH2:34][CH2:33][C:18]2[N:19]=[C:20]([NH:23][C:24](=[O:32])[C:25]3[CH:30]=[CH:29][CH:28]=[C:27]([Cl:31])[CH:26]=3)[N:21]=[CH:22][C:17]=2[CH2:16]1)=O)(C)(C)C.C(N(CC)CC)C.[Br:42][C:43]1[CH:44]=[C:45]([S:49](Cl)(=[O:51])=[O:50])[CH:46]=[CH:47][CH:48]=1. The catalyst is C(Cl)Cl. The product is [Br:42][C:43]1[CH:44]=[C:45]([S:49]([N:15]2[CH2:34][CH2:33][C:18]3[N:19]=[C:20]([NH:23][C:24](=[O:32])[C:25]4[CH:30]=[CH:29][CH:28]=[C:27]([Cl:31])[CH:26]=4)[N:21]=[CH:22][C:17]=3[CH2:16]2)(=[O:51])=[O:50])[CH:46]=[CH:47][CH:48]=1. The yield is 0.810. (3) The reactants are [N:1]1[C:10]2[CH2:9][CH2:8][CH2:7][CH:6]([NH2:11])[C:5]=2[N:4]=[CH:3][CH:2]=1.[O:12]=[C:13]1[C:21]2[C:16](=[CH:17][CH:18]=[CH:19][CH:20]=2)[C:15](=[O:22])[N:14]1[CH2:23][CH2:24][CH2:25][CH:26]=O.C(O[BH-](OC(=O)C)OC(=O)C)(=O)C.[Na+].C(=O)(O)[O-].[Na+]. The catalyst is C(Cl)Cl. The product is [N:1]1[C:10]2[CH2:9][CH2:8][CH2:7][CH:6]([NH:11][CH2:26][CH2:25][CH2:24][CH2:23][N:14]3[C:15](=[O:22])[C:16]4[C:21](=[CH:20][CH:19]=[CH:18][CH:17]=4)[C:13]3=[O:12])[C:5]=2[N:4]=[CH:3][CH:2]=1. The yield is 0.810. (4) The reactants are [CH2:1]([N:8]1[CH2:13][CH2:12][N:11]([C:14]2[CH:15]=[C:16]([NH:20][C:21](=[O:26])[C:22]([CH3:25])([CH3:24])[CH3:23])[CH:17]=[CH:18][CH:19]=2)[CH2:10][CH2:9]1)[C:2]1[CH:7]=[CH:6][CH:5]=[CH:4][CH:3]=1.C([Li])CCC.[C:32](OCC)(=[O:38])[C:33]([O:35][CH2:36][CH3:37])=[O:34].[Cl-].[NH4+]. The catalyst is O1CCCC1. The product is [CH2:36]([O:35][C:33](=[O:34])[C:32]([C:15]1[C:16]([NH:20][C:21](=[O:26])[C:22]([CH3:23])([CH3:25])[CH3:24])=[CH:17][CH:18]=[CH:19][C:14]=1[N:11]1[CH2:10][CH2:9][N:8]([CH2:1][C:2]2[CH:7]=[CH:6][CH:5]=[CH:4][CH:3]=2)[CH2:13][CH2:12]1)=[O:38])[CH3:37]. The yield is 0.490. (5) The reactants are [CH:1]1[N:5]([C@@H:6]2[O:10][C@H:9]([CH2:11][OH:12])[CH2:8][CH2:7]2)[C:4]2[N:13]=[CH:14][NH:15][C:16](=[O:17])[C:3]=2[N:2]=1.C1CCC(N=C=NC2CCCCC2)CC1.[C:33]([NH:56][C@@H:57]([CH3:61])[C:58](O)=[O:59])(=[O:55])[CH2:34][CH2:35]/[CH:36]=[CH:37]\[CH2:38]/[CH:39]=[CH:40]\[CH2:41]/[CH:42]=[CH:43]\[CH2:44]/[CH:45]=[CH:46]\[CH2:47]/[CH:48]=[CH:49]\[CH2:50]/[CH:51]=[CH:52]\[CH2:53][CH3:54].C(NC(C)C(O)=O)(=O)CC/C=C\C/C=C\C/C=C\C/C=C\C/C=C\C/C=C\CC. The catalyst is CN(C1C=CN=CC=1)C.CN(C=O)C.CCOC(C)=O. The product is [C:33]([NH:56][C@@H:57]([CH3:61])[C:58]([O:12][CH2:11][C@@H:9]1[CH2:8][CH2:7][C@H:6]([N:5]2[CH:1]=[N:2][C:3]3[C:16](=[O:17])[N:15]=[CH:14][NH:13][C:4]2=3)[O:10]1)=[O:59])(=[O:55])[CH2:34][CH2:35]/[CH:36]=[CH:37]\[CH2:38]/[CH:39]=[CH:40]\[CH2:41]/[CH:42]=[CH:43]\[CH2:44]/[CH:45]=[CH:46]\[CH2:47]/[CH:48]=[CH:49]\[CH2:50]/[CH:51]=[CH:52]\[CH2:53][CH3:54]. The yield is 0.870. (6) The reactants are Br[C:2]1[CH:3]=[C:4]2[C:9](=[CH:10][CH:11]=1)[N:8]=[CH:7][N:6]([C:12](=[O:16])[CH2:13][CH2:14][OH:15])[C:5]2=[O:17].[Cl:18][C:19]1[CH:24]=[CH:23][CH:22]=[C:21]([O:25][CH3:26])[C:20]=1B(O)O.C(=O)([O-])[O-].[K+].[K+].C1(P(C2C=CC=CC=2)C2C=CC=CC=2)C=CC=CC=1.C(=O)(O)[O-]. The catalyst is CN(C)C(=O)C.C(O)C.O.C1C=CC(/C=C/C(/C=C/C2C=CC=CC=2)=O)=CC=1.C1C=CC(/C=C/C(/C=C/C2C=CC=CC=2)=O)=CC=1.C1C=CC(/C=C/C(/C=C/C2C=CC=CC=2)=O)=CC=1.[Pd].[Pd].C(Cl)Cl. The product is [Cl:18][C:19]1[CH:24]=[CH:23][CH:22]=[C:21]([O:25][CH3:26])[C:20]=1[C:2]1[CH:3]=[C:4]2[C:9](=[CH:10][CH:11]=1)[N:8]=[CH:7][N:6]([C:12](=[O:16])[CH2:13][CH2:14][OH:15])[C:5]2=[O:17]. The yield is 0.243. (7) The reactants are CC([N:5]([CH2:9][C:10]1[C:11](=[O:20])[NH:12][C:13]([CH:17]2[CH2:19][CH2:18]2)=[CH:14][C:15]=1[CH3:16])C(=O)[O-])(C)C.CCOC(C)=O.[ClH:27].O1CCOCC1. The catalyst is CO. The product is [ClH:27].[NH2:5][CH2:9][C:10]1[C:11](=[O:20])[NH:12][C:13]([CH:17]2[CH2:18][CH2:19]2)=[CH:14][C:15]=1[CH3:16]. The yield is 1.00.